The task is: Regression. Given two drug SMILES strings and cell line genomic features, predict the synergy score measuring deviation from expected non-interaction effect.. This data is from NCI-60 drug combinations with 297,098 pairs across 59 cell lines. (1) Drug 1: CN(C)C1=NC(=NC(=N1)N(C)C)N(C)C. Drug 2: C(=O)(N)NO. Cell line: K-562. Synergy scores: CSS=-0.832, Synergy_ZIP=2.56, Synergy_Bliss=1.18, Synergy_Loewe=-5.55, Synergy_HSA=-3.62. (2) Drug 1: C1=CC(=CC=C1C#N)C(C2=CC=C(C=C2)C#N)N3C=NC=N3. Drug 2: CC1=C(C(=O)C2=C(C1=O)N3CC4C(C3(C2COC(=O)N)OC)N4)N. Cell line: SK-OV-3. Synergy scores: CSS=19.2, Synergy_ZIP=-7.02, Synergy_Bliss=-3.09, Synergy_Loewe=-14.9, Synergy_HSA=-0.801.